From a dataset of NCI-60 drug combinations with 297,098 pairs across 59 cell lines. Regression. Given two drug SMILES strings and cell line genomic features, predict the synergy score measuring deviation from expected non-interaction effect. (1) Drug 1: C1C(C(OC1N2C=NC3=C2NC=NCC3O)CO)O. Drug 2: CC1CCCC2(C(O2)CC(NC(=O)CC(C(C(=O)C(C1O)C)(C)C)O)C(=CC3=CSC(=N3)C)C)C. Cell line: SF-539. Synergy scores: CSS=17.0, Synergy_ZIP=0.932, Synergy_Bliss=-5.98, Synergy_Loewe=-38.9, Synergy_HSA=-12.1. (2) Drug 1: C1CCC(C(C1)N)N.C(=O)(C(=O)[O-])[O-].[Pt+4]. Drug 2: CCC1(C2=C(COC1=O)C(=O)N3CC4=CC5=C(C=CC(=C5CN(C)C)O)N=C4C3=C2)O.Cl. Cell line: EKVX. Synergy scores: CSS=-1.52, Synergy_ZIP=-1.69, Synergy_Bliss=-3.44, Synergy_Loewe=-9.26, Synergy_HSA=-5.52. (3) Drug 1: CNC(=O)C1=CC=CC=C1SC2=CC3=C(C=C2)C(=NN3)C=CC4=CC=CC=N4. Drug 2: N.N.Cl[Pt+2]Cl. Cell line: KM12. Synergy scores: CSS=4.33, Synergy_ZIP=-5.09, Synergy_Bliss=-6.92, Synergy_Loewe=-10.6, Synergy_HSA=-5.90. (4) Drug 1: C1CCC(C1)C(CC#N)N2C=C(C=N2)C3=C4C=CNC4=NC=N3. Drug 2: C1=CC(=CC=C1CCCC(=O)O)N(CCCl)CCCl. Cell line: SK-MEL-5. Synergy scores: CSS=18.8, Synergy_ZIP=-2.69, Synergy_Bliss=-6.01, Synergy_Loewe=-23.2, Synergy_HSA=-21.1.